The task is: Predict the reactants needed to synthesize the given product.. This data is from Full USPTO retrosynthesis dataset with 1.9M reactions from patents (1976-2016). (1) Given the product [CH2:17]([O:13][C:12](=[O:14])[CH2:11][CH:4]1[C:5]2[C:10](=[CH:9][CH:8]=[CH:7][CH:6]=2)[C:2](=[O:1])[N:3]1[CH2:4][C:5]1[CH:10]=[CH:9][CH:8]=[CH:7][CH:6]=1)[C:18]1[CH:23]=[CH:22][CH:21]=[CH:20][CH:19]=1, predict the reactants needed to synthesize it. The reactants are: [O:1]=[C:2]1[C:10]2[C:5](=[CH:6][CH:7]=[CH:8][CH:9]=2)[CH:4]([CH2:11][C:12]([OH:14])=[O:13])[NH:3]1.[H-].[Na+].[CH2:17](Br)[C:18]1[CH:23]=[CH:22][CH:21]=[CH:20][CH:19]=1. (2) Given the product [NH2:1][C:2]1[C:3]([F:10])=[CH:4][C:5]([C:6]#[N:7])=[CH:8][C:9]=1[Cl:11], predict the reactants needed to synthesize it. The reactants are: [NH2:1][C:2]1[CH:9]=[CH:8][C:5]([C:6]#[N:7])=[CH:4][C:3]=1[F:10].[Cl:11]N1C(=O)CCC1=O. (3) Given the product [CH3:1][NH:2][C@H:3]([C:13]([NH:40][C@H:39]([C:38]([N:37]([C@@H:33]([CH:34]([CH3:35])[CH3:36])/[CH:32]=[C:26](/[C:27]([O:29][CH2:30][CH3:31])=[O:28])\[CH3:25])[CH3:46])=[O:45])[C:41]([CH3:43])([CH3:44])[CH3:42])=[O:15])[C:4]([CH3:11])([CH3:12])[C:5]1[CH:6]=[CH:7][CH:8]=[CH:9][CH:10]=1, predict the reactants needed to synthesize it. The reactants are: [CH3:1][NH:2][C@H:3]([C:13]([OH:15])=O)[C:4]([CH3:12])([CH3:11])[C:5]1[CH:10]=[CH:9][CH:8]=[CH:7][CH:6]=1.C(N(CC)C(C)C)(C)C.[CH3:25]/[C:26](=[CH:32]\[C@@H:33]([N:37]([CH3:46])[C:38](=[O:45])[C@H:39]([C:41]([CH3:44])([CH3:43])[CH3:42])[NH2:40])[CH:34]([CH3:36])[CH3:35])/[C:27]([O:29][CH2:30][CH3:31])=[O:28].F[P-](F)(F)(F)(F)F.N1(O[P+](N2CCCC2)(N2CCCC2)N2CCCC2)C2C=CC=CC=2N=N1.